From a dataset of Forward reaction prediction with 1.9M reactions from USPTO patents (1976-2016). Predict the product of the given reaction. (1) Given the reactants [Br-:1].[K+].[N+]([O-])(O)=O.[Br:7][CH2:8][C:9]1[CH:14]=[CH:13][C:12]([O:15][CH3:16])=[CH:11][CH:10]=1, predict the reaction product. The product is: [Br:1][C:13]1[CH:14]=[C:9]([CH2:8][Br:7])[CH:10]=[CH:11][C:12]=1[O:15][CH3:16]. (2) Given the reactants [CH3:1][C:2]1([C:9]([O:11][CH2:12][CH3:13])=[O:10])[CH2:7][CH2:6][C:5](=[O:8])[CH2:4][CH2:3]1.[Li+].C[Si]([N-][Si](C)(C)C)(C)C.[F:24][C:25]([F:44])([F:43])[S:26](N(C1C=CC=CC=1)[S:26]([C:25]([F:44])([F:43])[F:24])(=[O:28])=[O:27])(=[O:28])=[O:27].[NH4+].[Cl-], predict the reaction product. The product is: [CH3:1][C:2]1([C:9]([O:11][CH2:12][CH3:13])=[O:10])[CH2:3][CH2:4][C:5]([O:8][S:26]([C:25]([F:44])([F:43])[F:24])(=[O:28])=[O:27])=[CH:6][CH2:7]1. (3) Given the reactants C([Li])(CC)C.C1C[C@H]2N(C[C@H]3[C@@H]4CCCCN4C[C@@H]2C3)CC1.[C:23]([N:30]1[CH2:34][CH2:33][CH2:32][CH2:31]1)([O:25][C:26]([CH3:29])([CH3:28])[CH3:27])=[O:24].[CH2:35]([N:42]([CH2:53][C:54]1[CH:59]=[CH:58][CH:57]=[CH:56][CH:55]=1)[C@@H:43]([CH2:46][C:47]1[CH:52]=[CH:51][CH:50]=[CH:49][CH:48]=1)[CH:44]=[O:45])[C:36]1[CH:41]=[CH:40][CH:39]=[CH:38][CH:37]=1, predict the reaction product. The product is: [C:26]([O:25][C:23]([N:30]1[CH2:31][CH2:32][CH2:33][C@@H:34]1[C@@H:44]([OH:45])[C@@H:43]([N:42]([CH2:35][C:36]1[CH:37]=[CH:38][CH:39]=[CH:40][CH:41]=1)[CH2:53][C:54]1[CH:55]=[CH:56][CH:57]=[CH:58][CH:59]=1)[CH2:46][C:47]1[CH:52]=[CH:51][CH:50]=[CH:49][CH:48]=1)=[O:24])([CH3:29])([CH3:28])[CH3:27]. (4) Given the reactants [Si:1]([O:8][CH:9]1[CH2:14][N:13]([C:15]([O:17][C:18]([CH3:21])([CH3:20])[CH3:19])=[O:16])[CH2:12][CH:11]([C:22](OC)=[O:23])[CH2:10]1)([C:4]([CH3:7])([CH3:6])[CH3:5])([CH3:3])[CH3:2].[Li+].[BH4-].C(O)(=O)CC(CC(O)=O)(C(O)=O)O, predict the reaction product. The product is: [Si:1]([O:8][CH:9]1[CH2:10][CH:11]([CH2:22][OH:23])[CH2:12][N:13]([C:15]([O:17][C:18]([CH3:21])([CH3:20])[CH3:19])=[O:16])[CH2:14]1)([C:4]([CH3:7])([CH3:6])[CH3:5])([CH3:3])[CH3:2]. (5) Given the reactants [CH3:1][O:2][C:3]1[CH:8]=[CH:7][C:6]([C:9]2[CH:20]=[C:12]3[N:13]=[C:14]([C:17]([OH:19])=O)[CH:15]=[CH:16][N:11]3[N:10]=2)=[CH:5][CH:4]=1.[CH2:21]([NH:26][CH2:27][CH2:28][CH:29]([CH3:31])[CH3:30])[CH2:22][CH:23]([CH3:25])[CH3:24].O.OC1C2N=NNC=2C=CC=1.Cl.C(N=C=NCCCN(C)C)C, predict the reaction product. The product is: [CH2:27]([N:26]([CH2:21][CH2:22][CH:23]([CH3:25])[CH3:24])[C:17]([C:14]1[CH:15]=[CH:16][N:11]2[N:10]=[C:9]([C:6]3[CH:5]=[CH:4][C:3]([O:2][CH3:1])=[CH:8][CH:7]=3)[CH:20]=[C:12]2[N:13]=1)=[O:19])[CH2:28][CH:29]([CH3:30])[CH3:31]. (6) The product is: [NH2:33][C:4]1[S:3][C:2]([C:43]2[C:44]([CH3:48])=[CH:45][CH:46]=[CH:47][C:42]=2[F:41])=[N:6][C:5]=1[C:7]([NH:8][C:9]1[CH:10]=[N:11][N:12]([CH3:31])[C:13]=1[C@@H:14]1[CH2:20][CH2:19][C@@H:18]([NH2:21])[C@@H:17]([O:29][CH3:30])[CH2:16][O:15]1)=[O:32]. Given the reactants Br[C:2]1[S:3][C:4]([NH:33]C(=O)OC(C)(C)C)=[C:5]([C:7](=[O:32])[NH:8][C:9]2[CH:10]=[N:11][N:12]([CH3:31])[C:13]=2[C@@H:14]2[CH2:20][CH2:19][C@@H:18]([NH:21]C(OC(C)(C)C)=O)[C@@H:17]([O:29][CH3:30])[CH2:16][O:15]2)[N:6]=1.[F:41][C:42]1[CH:47]=[CH:46][CH:45]=[C:44]([CH3:48])[C:43]=1B(O)O, predict the reaction product. (7) The product is: [C:13]1([C:19]2[N:24]=[CH:23][C:22]([C:25]3[CH:26]=[N:27][N:28]4[C:11]([NH2:12])=[C:10]5[CH2:9][CH2:8][C:3]6([S:7][CH2:6][CH2:5][S:4]6)[C:2]5=[N:30][C:29]=34)=[CH:21][CH:20]=2)[CH:14]=[CH:15][CH:16]=[CH:17][CH:18]=1. Given the reactants O=[C:2]1[CH:10]([C:11]#[N:12])[CH2:9][CH2:8][C:3]21[S:7][CH2:6][CH2:5][S:4]2.[C:13]1([C:19]2[N:24]=[CH:23][C:22]([C:25]3[CH:26]=[N:27][NH:28][C:29]=3[NH2:30])=[CH:21][CH:20]=2)[CH:18]=[CH:17][CH:16]=[CH:15][CH:14]=1, predict the reaction product. (8) Given the reactants [N:1]1([CH2:7][CH2:8][CH2:9][O:10][C:11]2[CH:19]=[CH:18][C:14]([C:15](O)=[O:16])=[CH:13][CH:12]=2)[CH2:6][CH2:5][O:4][CH2:3][CH2:2]1.S(Cl)([Cl:22])=O, predict the reaction product. The product is: [O:4]1[CH2:5][CH2:6][N:1]([CH2:7][CH2:8][CH2:9][O:10][C:11]2[CH:19]=[CH:18][C:14]([C:15]([Cl:22])=[O:16])=[CH:13][CH:12]=2)[CH2:2][CH2:3]1.